From a dataset of Full USPTO retrosynthesis dataset with 1.9M reactions from patents (1976-2016). Predict the reactants needed to synthesize the given product. Given the product [CH3:8][O:7][C:1]([C:2]1([C:3](=[O:4])[CH3:5])[CH2:17][CH2:16]1)=[O:6], predict the reactants needed to synthesize it. The reactants are: [C:1]([O:7][CH3:8])(=[O:6])[CH2:2][C:3]([CH3:5])=[O:4].C(=O)([O-])[O-].[K+].[K+].Br[CH2:16][CH2:17]Br.